From a dataset of Forward reaction prediction with 1.9M reactions from USPTO patents (1976-2016). Predict the product of the given reaction. (1) Given the reactants [CH3:1][CH:2]1[N:14]2[C:15]3[C:10]([CH:11]([CH2:16]OS(C)(=O)=O)[CH2:12][CH2:13]2)=[CH:9][CH:8]=[CH:7][C:6]=3[CH2:5][N:4]([C:22]([O:24][C:25]([CH3:28])([CH3:27])[CH3:26])=[O:23])[CH2:3]1.[F-:29].[Cs+].C(=O)(O)[O-].[Na+], predict the reaction product. The product is: [F:29][CH2:16][CH:11]1[C:10]2[C:15]3=[C:6]([CH2:5][N:4]([C:22]([O:24][C:25]([CH3:26])([CH3:28])[CH3:27])=[O:23])[CH2:3][CH:2]([CH3:1])[N:14]3[CH2:13][CH2:12]1)[CH:7]=[CH:8][CH:9]=2. (2) Given the reactants [CH2:1]([C:8]1[CH:13]=[CH:12][CH:11]=[C:10](Br)[CH:9]=1)[C:2]1[CH:7]=[CH:6][CH:5]=[CH:4][CH:3]=1.[Li]CCCC.CN([CH:23]=[O:24])C.O, predict the reaction product. The product is: [C:2]1([CH2:1][C:8]2[CH:9]=[C:10]([CH:11]=[CH:12][CH:13]=2)[CH:23]=[O:24])[CH:7]=[CH:6][CH:5]=[CH:4][CH:3]=1. (3) Given the reactants [Cl:1][C:2]1[CH:3]=[CH:4][C:5]([NH:8][C:9]([C:11]2[O:12][C:13]3[CH:30]=[CH:29][CH:28]=[CH:27][C:14]=3[C:15]=2[NH:16][C:17](=[O:26])[CH2:18][CH2:19][CH2:20][CH2:21][C:22]([O:24]C)=[O:23])=[O:10])=[N:6][CH:7]=1.[OH-].[Na+].Cl, predict the reaction product. The product is: [Cl:1][C:2]1[CH:3]=[CH:4][C:5]([NH:8][C:9]([C:11]2[O:12][C:13]3[CH:30]=[CH:29][CH:28]=[CH:27][C:14]=3[C:15]=2[NH:16][C:17](=[O:26])[CH2:18][CH2:19][CH2:20][CH2:21][C:22]([OH:24])=[O:23])=[O:10])=[N:6][CH:7]=1.